Dataset: Catalyst prediction with 721,799 reactions and 888 catalyst types from USPTO. Task: Predict which catalyst facilitates the given reaction. Reactant: [OH:1][C:2]1[CH:6]=[CH:5][S:4][C:3]=1[C:7]([O:9][CH3:10])=[O:8].Br[CH2:12][CH2:13][O:14][C:15]1[CH:20]=[CH:19][CH:18]=[CH:17][CH:16]=1.C(=O)([O-])[O-].[K+].[K+].C(OCC)(=O)C. Product: [O:14]([CH2:13][CH2:12][O:1][C:2]1[CH:6]=[CH:5][S:4][C:3]=1[C:7]([O:9][CH3:10])=[O:8])[C:15]1[CH:20]=[CH:19][CH:18]=[CH:17][CH:16]=1. The catalyst class is: 9.